Task: Regression/Classification. Given a drug SMILES string, predict its absorption, distribution, metabolism, or excretion properties. Task type varies by dataset: regression for continuous measurements (e.g., permeability, clearance, half-life) or binary classification for categorical outcomes (e.g., BBB penetration, CYP inhibition). Dataset: cyp1a2_veith.. Dataset: CYP1A2 inhibition data for predicting drug metabolism from PubChem BioAssay (1) The drug is CC(C(=O)NCc1ccc2c(c1)OCO2)N1c2cccc3cccc(c23)S1(=O)=O. The result is 1 (inhibitor). (2) The compound is CCOC(=O)C(C)n1cnc2c(oc3ccccc32)c1=O. The result is 1 (inhibitor). (3) The drug is CCCCOc1ccc(C(=O)NCc2ccco2)cc1. The result is 1 (inhibitor). (4) The molecule is COc1cccc(Cn2c(=O)c(-c3ccccc3)nc3cncnc32)c1. The result is 1 (inhibitor). (5) The drug is CCCC(=O)Nc1nc(C(=O)OCC)cs1. The result is 1 (inhibitor).